Dataset: Full USPTO retrosynthesis dataset with 1.9M reactions from patents (1976-2016). Task: Predict the reactants needed to synthesize the given product. (1) The reactants are: [NH2:1][C:2]1[C:7]([N+:8]([O-:10])=[O:9])=[C:6]([CH3:11])[CH:5]=[CH:4][N:3]=1.[H-].[Na+].[F:14][C:15]1[CH:22]=[C:21]([Br:23])[CH:20]=[CH:19][C:16]=1[CH2:17]Br. Given the product [Br:23][C:21]1[CH:20]=[CH:19][C:16]([CH2:17][NH:1][C:2]2[C:7]([N+:8]([O-:10])=[O:9])=[C:6]([CH3:11])[CH:5]=[CH:4][N:3]=2)=[C:15]([F:14])[CH:22]=1, predict the reactants needed to synthesize it. (2) The reactants are: [NH2:1][C:2]1[C:7]([C:8]#[N:9])=[C:6]([NH:10][C@H:11]([C:13]2[N:17]([CH3:18])[C:16]3[C:19](Br)=[C:20]([F:23])[CH:21]=[CH:22][C:15]=3[N:14]=2)[CH3:12])[N:5]=[CH:4][N:3]=1.CC1(C)C(C)(C)OB([C:33]2[CH2:34][CH2:35][O:36][CH2:37][CH:38]=2)O1.C(=O)([O-])[O-].[Cs+].[Cs+]. Given the product [NH2:1][C:2]1[C:7]([C:8]#[N:9])=[C:6]([NH:10][C@H:11]([C:13]2[N:17]([CH3:18])[C:16]3[C:19]([C:33]4[CH2:38][CH2:37][O:36][CH2:35][CH:34]=4)=[C:20]([F:23])[CH:21]=[CH:22][C:15]=3[N:14]=2)[CH3:12])[N:5]=[CH:4][N:3]=1, predict the reactants needed to synthesize it. (3) Given the product [CH2:3]=[CH2:4].[CH2:12]=[CH:13][CH3:14].[CH:3](=[C:5]1[CH2:10][CH:9]2[CH2:11][CH:6]1[CH:7]=[CH:8]2)[CH3:4], predict the reactants needed to synthesize it. The reactants are: C=C.[CH:3](=[C:5]1[CH2:10][CH:9]2[CH2:11][CH:6]1[CH:7]=[CH:8]2)[CH3:4].[CH2:12]=[CH:13][CH3:14]. (4) Given the product [CH2:25]([O:32][C:33]([NH:35][C@@H:36]([CH2:40][C:41]1[CH:46]=[CH:45][C:44]([C:47]2[N:48]=[CH:49][C:50]([C:53]3[CH:54]=[CH:55][C:56]([O:59][CH2:60][CH2:61][CH2:62][CH2:63][CH2:64][CH2:65][CH3:66])=[CH:57][CH:58]=3)=[CH:51][N:52]=2)=[CH:43][CH:42]=1)[C:37]([NH:2][CH:3]([CH:8]([OH:15])[C:9]1[CH:14]=[CH:13][CH:12]=[CH:11][CH:10]=1)[C:4]([O:6][CH3:7])=[O:5])=[O:38])=[O:34])[C:26]1[CH:27]=[CH:28][CH:29]=[CH:30][CH:31]=1, predict the reactants needed to synthesize it. The reactants are: Cl.[NH2:2][CH:3]([CH:8]([OH:15])[C:9]1[CH:14]=[CH:13][CH:12]=[CH:11][CH:10]=1)[C:4]([O:6][CH3:7])=[O:5].CCN(C(C)C)C(C)C.[CH2:25]([O:32][C:33]([NH:35][C@@H:36]([CH2:40][C:41]1[CH:46]=[CH:45][C:44]([C:47]2[N:52]=[CH:51][C:50]([C:53]3[CH:58]=[CH:57][C:56]([O:59][CH2:60][CH2:61][CH2:62][CH2:63][CH2:64][CH2:65][CH3:66])=[CH:55][CH:54]=3)=[CH:49][N:48]=2)=[CH:43][CH:42]=1)[C:37](O)=[O:38])=[O:34])[C:26]1[CH:31]=[CH:30][CH:29]=[CH:28][CH:27]=1.CN(C(ON1N=NC2C=CC=NC1=2)=[N+](C)C)C.F[P-](F)(F)(F)(F)F. (5) Given the product [C:20]1([C:2]2[C:7]3[CH2:8][N:9]([C:13]([O:15][C:16]([CH3:19])([CH3:18])[CH3:17])=[O:14])[CH2:10][CH2:11][O:12][C:6]=3[CH:5]=[CH:4][CH:3]=2)[CH:25]=[CH:24][CH:23]=[CH:22][CH:21]=1, predict the reactants needed to synthesize it. The reactants are: Br[C:2]1[C:7]2[CH2:8][N:9]([C:13]([O:15][C:16]([CH3:19])([CH3:18])[CH3:17])=[O:14])[CH2:10][CH2:11][O:12][C:6]=2[CH:5]=[CH:4][CH:3]=1.[C:20]1(B(O)O)[CH:25]=[CH:24][CH:23]=[CH:22][CH:21]=1.O. (6) Given the product [Cl:6][C:7]1[CH:12]=[CH:11][C:10]([NH:13][C:14](=[O:18])/[C:15](/[CH3:17])=[CH:16]/[C:24]2[CH:29]=[CH:28][CH:27]=[C:26]([OH:30])[CH:25]=2)=[CH:9][C:8]=1[C:19]([F:20])([F:21])[F:22], predict the reactants needed to synthesize it. The reactants are: C([O-])(O)=O.[Na+].[Cl:6][C:7]1[CH:12]=[CH:11][C:10]([NH:13][C:14](=[O:18])[C:15]([CH3:17])=[CH2:16])=[CH:9][C:8]=1[C:19]([F:22])([F:21])[F:20].I[C:24]1[CH:25]=[C:26]([OH:30])[CH:27]=[CH:28][CH:29]=1. (7) Given the product [OH:28][C@H:26]([CH3:27])[CH2:25][N:16]1[CH2:15][CH2:14][C:13](=[O:33])[CH:18]([C:19]([O:21][CH2:22][CH3:23])=[O:20])[C:17]1=[O:24], predict the reactants needed to synthesize it. The reactants are: C(O)C.CC(C)([O-])C.[K+].C(O[C:13](=[O:33])[CH2:14][CH2:15][N:16]([CH2:25][C@H:26]([O:28][Si](C)(C)C)[CH3:27])[C:17](=[O:24])[CH2:18][C:19]([O:21][CH2:22][CH3:23])=[O:20])C.